Dataset: Reaction yield outcomes from USPTO patents with 853,638 reactions. Task: Predict the reaction yield, written as a fraction of the theoretical maximum amount of product (1.0 means a 100% yield; for example, 0.34 means a 34% yield). (1) The reactants are [Cl:1][C:2]1[C:3]([CH2:8][NH:9][C:10]([C@H:12]2[CH2:17][N:16]3[C:18](=[O:23])[O:19][C:20]([CH3:22])([CH3:21])[C@@H:15]3[CH2:14][CH2:13]2)=O)=[N:4][CH:5]=[CH:6][N:7]=1.O=P(Cl)(Cl)Cl.C([O-])(O)=O.[Na+]. The catalyst is CC#N.CN(C=O)C. The product is [Cl:1][C:2]1[C:3]2[N:4]([C:10]([C@H:12]3[CH2:17][N:16]4[C:18](=[O:23])[O:19][C:20]([CH3:22])([CH3:21])[C@@H:15]4[CH2:14][CH2:13]3)=[N:9][CH:8]=2)[CH:5]=[CH:6][N:7]=1. The yield is 0.469. (2) The reactants are [CH2:1]([N:5]([CH2:37][CH2:38][CH2:39][CH3:40])[C:6]([C:8]1[C:12]([Cl:13])=[C:11]([CH3:14])[N:10]([C:15]2[CH:20]=[CH:19][C:18]([O:21]C)=[CH:17][C:16]=2[C:23]([N:25]2[C@H:34]([CH2:35][OH:36])[CH2:33][C:32]3[C:27](=[CH:28][CH:29]=[CH:30][CH:31]=3)[CH2:26]2)=[O:24])[N:9]=1)=[O:7])[CH2:2][CH2:3][CH3:4].[Cl-].[Al+3].[Cl-].[Cl-].C(S)C.ClCCl. The catalyst is O. The product is [CH2:37]([N:5]([CH2:1][CH2:2][CH2:3][CH3:4])[C:6]([C:8]1[C:12]([Cl:13])=[C:11]([CH3:14])[N:10]([C:15]2[CH:20]=[CH:19][C:18]([OH:21])=[CH:17][C:16]=2[C:23]([N:25]2[C@H:34]([CH2:35][OH:36])[CH2:33][C:32]3[C:27](=[CH:28][CH:29]=[CH:30][CH:31]=3)[CH2:26]2)=[O:24])[N:9]=1)=[O:7])[CH2:38][CH2:39][CH3:40]. The yield is 0.330. (3) The reactants are [CH3:1][O:2][C:3](=[O:14])[C:4]1[CH:9]=[CH:8][C:7]([N:10]([CH3:12])[CH3:11])=[C:6]([F:13])[CH:5]=1.Cl[CH2:16]Cl.C[O:19][S:20]([C:23]([F:26])([F:25])[F:24])(=[O:22])=[O:21]. The catalyst is C(OCC)C. The product is [F:24][C:23]([F:26])([F:25])[S:20]([O-:22])(=[O:21])=[O:19].[F:13][C:6]1[CH:5]=[C:4]([C:3]([O:2][CH3:1])=[O:14])[CH:9]=[CH:8][C:7]=1[N+:10]([CH3:16])([CH3:11])[CH3:12]. The yield is 0.800. (4) The reactants are [Br:1][C:2]1[CH:7]=[CH:6][C:5]([NH:8][C:9]2[C:10]([C:19]([NH:21][NH2:22])=[O:20])=[CH:11][C:12]3[NH:16][CH:15]=[N:14][C:13]=3[C:17]=2[F:18])=[C:4]([CH3:23])[CH:3]=1.[N:24]#[C:25]Br.C([O-])(O)=O.[Na+]. The catalyst is O1CCOCC1.C(Cl)Cl.O.[Cl-].[Na+].O. The product is [NH2:24][C:25]1[O:20][C:19]([C:10]2[C:9]([NH:8][C:5]3[CH:6]=[CH:7][C:2]([Br:1])=[CH:3][C:4]=3[CH3:23])=[C:17]([F:18])[C:13]3[N:14]=[CH:15][NH:16][C:12]=3[CH:11]=2)=[N:21][N:22]=1. The yield is 0.550.